This data is from Catalyst prediction with 721,799 reactions and 888 catalyst types from USPTO. The task is: Predict which catalyst facilitates the given reaction. Reactant: [NH2:1][C:2]1[C:3]2[N:4]([C:14]([CH3:18])=[C:15]([CH3:17])[N:16]=2)[CH:5]=[C:6]([C:8]([O:10][CH:11]([CH3:13])[CH3:12])=[O:9])[CH:7]=1.[I-].[Na+].C(=O)([O-])[O-].[K+].[K+].Cl[CH:28]1[C:37]2[C:32](=[CH:33][CH:34]=[CH:35][CH:36]=2)[O:31][CH2:30][CH2:29]1. Product: [O:31]1[C:32]2[C:37](=[CH:36][CH:35]=[CH:34][CH:33]=2)[CH:28]([NH:1][C:2]2[C:3]3[N:4]([C:14]([CH3:18])=[C:15]([CH3:17])[N:16]=3)[CH:5]=[C:6]([C:8]([O:10][CH:11]([CH3:13])[CH3:12])=[O:9])[CH:7]=2)[CH2:29][CH2:30]1. The catalyst class is: 21.